Predict which catalyst facilitates the given reaction. From a dataset of Catalyst prediction with 721,799 reactions and 888 catalyst types from USPTO. (1) Reactant: [NH2:1][C:2]1[C:3](=[O:18])[N:4]([CH3:17])[CH2:5][C:6]([C:9]2[CH:14]=[C:13](Br)[CH:12]=[CH:11][C:10]=2[F:16])([CH3:8])[N:7]=1.[N-:19]=[N+]=[N-].[Na+].C([O-])([O-])=O.[Na+].[Na+].CNCCNC. Product: [NH2:1][C:2]1[C:3](=[O:18])[N:4]([CH3:17])[CH2:5][C:6]([C:9]2[CH:14]=[C:13]([NH2:19])[CH:12]=[CH:11][C:10]=2[F:16])([CH3:8])[N:7]=1. The catalyst class is: 156. (2) Reactant: ClC1C=C(C=CC=1)C(OO)=[O:6].[Cl:12][C:13]1[CH:14]=[C:15]2[C:20](=[CH:21][C:22]=1[Cl:23])[CH:19]=[N:18][CH:17]=[CH:16]2. Product: [Cl:12][C:13]1[CH:14]=[C:15]2[C:20](=[CH:21][C:22]=1[Cl:23])[CH:19]=[N+:18]([O-:6])[CH:17]=[CH:16]2. The catalyst class is: 98. (3) Reactant: [NH:1]1[C:5]([CH2:6][C@@H:7]2[CH2:12][C@H:11]([C:13]3[CH:18]=[CH:17][CH:16]=[C:15]([Cl:19])[CH:14]=3)[C@@H:10]([C:20]3[CH:25]=[CH:24][C:23]([Cl:26])=[CH:22][CH:21]=3)[NH:9][C:8]2=[O:27])=[N:4][N:3]=[N:2]1.[CH3:28][C:29]([CH3:32])([O-])[CH3:30].[Na+].BrCC1CC1. The catalyst class is: 3. Product: [NH:4]1[C:5]([CH2:6][C@@H:7]2[CH2:12][C@H:11]([C:13]3[CH:18]=[CH:17][CH:16]=[C:15]([Cl:19])[CH:14]=3)[C@@H:10]([C:20]3[CH:21]=[CH:22][C:23]([Cl:26])=[CH:24][CH:25]=3)[N:9]([CH2:28][CH:29]3[CH2:32][CH2:30]3)[C:8]2=[O:27])=[N:1][N:2]=[N:3]1. (4) Reactant: [H-].[Na+].[CH2:3]([O:10][C:11]1[CH:24]=[CH:23][C:14]([CH2:15][CH:16]2[NH:21][C:20](=[O:22])[CH2:19][O:18][CH2:17]2)=[CH:13][CH:12]=1)[C:4]1[CH:9]=[CH:8][CH:7]=[CH:6][CH:5]=1.[CH3:25]I. The catalyst class is: 7. Product: [CH2:3]([O:10][C:11]1[CH:24]=[CH:23][C:14]([CH2:15][CH:16]2[N:21]([CH3:25])[C:20](=[O:22])[CH2:19][O:18][CH2:17]2)=[CH:13][CH:12]=1)[C:4]1[CH:5]=[CH:6][CH:7]=[CH:8][CH:9]=1. (5) Reactant: Cl.[NH2:2][CH:3]([C:16]1[CH:21]=[CH:20][C:19]([Br:22])=[CH:18][CH:17]=1)[C:4]([C@@H:6]1[CH2:11][CH2:10][CH2:9][CH2:8][C@H:7]1[C:12]([O:14][CH3:15])=[O:13])=[O:5].[Cl:23][C:24]1[CH:25]=[C:26]([CH:30]=[CH:31][CH:32]=1)[C:27](Cl)=[O:28].C(N(CC)C(C)C)(C)C. Product: [CH3:15][O:14][C:12]([C@@H:7]1[CH2:8][CH2:9][CH2:10][CH2:11][C@H:6]1[C:4](=[O:5])[CH:3]([C:16]1[CH:17]=[CH:18][C:19]([Br:22])=[CH:20][CH:21]=1)[NH:2][C:27](=[O:28])[C:26]1[CH:30]=[CH:31][CH:32]=[C:24]([Cl:23])[CH:25]=1)=[O:13]. The catalyst class is: 4. (6) Reactant: Cl[C:2]1[N:10]=[CH:9][N:8]=[C:7]2[C:3]=1[NH:4][CH:5]=[N:6]2.[NH:11]1[CH2:19][CH2:18][CH:14]([C:15]([NH2:17])=[O:16])[CH2:13][CH2:12]1.C(N(CC)CC)C. Product: [N:10]1[C:2]([N:11]2[CH2:19][CH2:18][CH:14]([C:15]([NH2:17])=[O:16])[CH2:13][CH2:12]2)=[C:3]2[C:7]([NH:6][CH:5]=[N:4]2)=[N:8][CH:9]=1. The catalyst class is: 51. (7) Reactant: [CH2:1]([O:3][C:4](=[O:22])[CH2:5][C:6]1[C:11]([N+:12]([O-])=O)=[CH:10][N:9]=[C:8]([N:15]2[CH2:20][CH2:19][N:18]([CH3:21])[CH2:17][CH2:16]2)[CH:7]=1)[CH3:2].[H][H]. Product: [CH2:1]([O:3][C:4](=[O:22])[CH2:5][C:6]1[C:11]([NH2:12])=[CH:10][N:9]=[C:8]([N:15]2[CH2:20][CH2:19][N:18]([CH3:21])[CH2:17][CH2:16]2)[CH:7]=1)[CH3:2]. The catalyst class is: 19.